This data is from Forward reaction prediction with 1.9M reactions from USPTO patents (1976-2016). The task is: Predict the product of the given reaction. (1) Given the reactants N1[CH:5]=[CH:4][CH:3]=N1.C(O[C:9]([C:11]1[C:15]([CH3:16])=[C:14]([NH2:17])[N:13]([CH3:18])[N:12]=1)=[O:10])C.C(OC(=O)[C:23](=[O:28])[CH:24]([C:26]#N)[CH3:25])C.[ClH:30].CNN.NC1N(C(OC(C)(C)C)=O)N=C(C(OC)=O)C=1.[N:51]1([C:60]2[CH:65]=[CH:64][N:63]=[CH:62][CH:61]=2)[CH2:56][CH2:55][CH:54]([CH2:57][CH2:58][NH2:59])[CH2:53][CH2:52]1, predict the reaction product. The product is: [N:51]1([C:60]2[CH:65]=[CH:64][N:63]=[CH:62][CH:61]=2)[CH2:56][CH2:55][CH:54]([CH2:57][CH2:58][NH:59][C:9]([C:11]2[C:15]([CH3:16])=[C:14]([NH:17][C:23](=[O:28])[C:24]3[CH:26]=[CH:5][CH:4]=[CH:3][C:25]=3[Cl:30])[N:13]([CH3:18])[N:12]=2)=[O:10])[CH2:53][CH2:52]1. (2) The product is: [CH3:1][O:2][C:3](=[O:18])[CH2:4][C:5]1[C:14]([Cl:15])=[CH:13][CH:12]=[C:11]2[C:6]=1[CH:7]=[C:8]([CH2:16][N:20]([CH3:21])[CH3:19])[N:9]=[CH:10]2. Given the reactants [CH3:1][O:2][C:3](=[O:18])[CH2:4][C:5]1[C:14]([Cl:15])=[CH:13][CH:12]=[C:11]2[C:6]=1[CH:7]=[C:8]([CH2:16]Br)[N:9]=[CH:10]2.[CH3:19][NH:20][CH3:21], predict the reaction product.